From a dataset of Full USPTO retrosynthesis dataset with 1.9M reactions from patents (1976-2016). Predict the reactants needed to synthesize the given product. (1) Given the product [C:1]([O:5][CH2:6][C@H:7]([CH3:28])[O:8][C:9]1[CH:10]=[C:11]([CH:14]=[C:15]([O:17][C:18]2[CH:23]=[CH:22][C:21]([S:24]([CH3:27])(=[O:26])=[O:25])=[CH:20][CH:19]=2)[CH:16]=1)[C:12]([OH:30])=[O:29])([CH3:4])([CH3:3])[CH3:2], predict the reactants needed to synthesize it. The reactants are: [C:1]([O:5][CH2:6][C@H:7]([CH3:28])[O:8][C:9]1[CH:10]=[C:11]([CH:14]=[C:15]([O:17][C:18]2[CH:23]=[CH:22][C:21]([S:24]([CH3:27])(=[O:26])=[O:25])=[CH:20][CH:19]=2)[CH:16]=1)[C:12]#N)([CH3:4])([CH3:3])[CH3:2].[OH2:29].[OH-:30].[Na+]. (2) Given the product [Cl:28][C:9]1[CH:8]=[C:7]([C:1]2[CH:2]=[CH:3][CH:4]=[CH:5][CH:6]=2)[C:15]2[O:14][C:13]([CH2:16][NH2:17])=[CH:12][C:11]=2[CH:10]=1, predict the reactants needed to synthesize it. The reactants are: [C:1]1([C:7]2[C:15]3[O:14][C:13]([CH2:16][N:17]4C(=O)C5C(=CC=CC=5)C4=O)=[CH:12][C:11]=3[CH:10]=[C:9]([Cl:28])[CH:8]=2)[CH:6]=[CH:5][CH:4]=[CH:3][CH:2]=1.CN.Cl. (3) Given the product [C:39]([NH:43][S:44]([C:47]1[S:51][C:50]([C:6]2[N:7]=[CH:8][N:9]([C:11]3[CH:16]=[C:15]([C:17]4[CH:18]=[CH:19][C:20]([C:23]([F:25])([F:24])[F:26])=[CH:21][CH:22]=4)[CH:14]=[C:13]([C:27]([F:30])([F:29])[F:28])[N:12]=3)[CH:10]=2)=[N:49][C:48]=1[CH3:53])(=[O:45])=[O:46])([CH3:42])([CH3:41])[CH3:40], predict the reactants needed to synthesize it. The reactants are: C([Sn](CCCC)(CCCC)[C:6]1[N:7]=[CH:8][N:9]([C:11]2[CH:16]=[C:15]([C:17]3[CH:22]=[CH:21][C:20]([C:23]([F:26])([F:25])[F:24])=[CH:19][CH:18]=3)[CH:14]=[C:13]([C:27]([F:30])([F:29])[F:28])[N:12]=2)[CH:10]=1)CCC.[C:39]([NH:43][S:44]([C:47]1[S:51][C:50](Cl)=[N:49][C:48]=1[CH3:53])(=[O:46])=[O:45])([CH3:42])([CH3:41])[CH3:40].CCCCCCC. (4) Given the product [CH:1]1([N:7]2[CH2:11][CH2:10][CH:9]([C:12]([O:14][CH3:21])=[O:13])[C:8]2=[O:15])[CH2:2][CH2:3][CH2:4][CH2:5][CH2:6]1, predict the reactants needed to synthesize it. The reactants are: [CH:1]1([N:7]2[CH2:11][CH2:10][CH:9]([C:12]([OH:14])=[O:13])[C:8]2=[O:15])[CH2:6][CH2:5][CH2:4][CH2:3][CH2:2]1.S(=O)(=O)(O)O.[CH3:21]O. (5) Given the product [CH3:19][C:12]1[CH:13]=[C:14]([CH3:18])[CH:15]=[C:16]([CH3:17])[C:11]=1[C:8]1[CH:9]=[CH:10][C:5]([C:3]([OH:4])=[O:2])=[CH:6][CH:7]=1, predict the reactants needed to synthesize it. The reactants are: C[O:2][C:3]([C:5]1[CH:10]=[CH:9][C:8]([C:11]2[C:16]([CH3:17])=[CH:15][C:14]([CH3:18])=[CH:13][C:12]=2[CH3:19])=[CH:7][CH:6]=1)=[O:4].[Li+].[OH-]. (6) Given the product [ClH:6].[Cl:6][CH2:7][CH2:8][N:1]1[CH2:5][CH2:4][CH2:3][CH2:2]1, predict the reactants needed to synthesize it. The reactants are: [NH:1]1[CH2:5][CH2:4][CH2:3][CH2:2]1.[Cl:6][CH2:7][CH2:8]CO. (7) The reactants are: [C:1]1([C:24]2[CH:29]=[CH:28][CH:27]=[CH:26][CH:25]=2)[CH:6]=[CH:5][C:4]([CH2:7][N:8]2[C:12]3[CH:13]=[C:14]([F:19])[C:15]([I:18])=[C:16]([F:17])[C:11]=3[N:10]=[C:9]2S(C)(=O)=O)=[CH:3][CH:2]=1.[CH2:30]([O:32][C:33]([CH:35]1[CH2:38][CH:37]([OH:39])[CH2:36]1)=[O:34])[CH3:31].C1CCN2C(=NCCC2)CC1. Given the product [C:1]1([C:24]2[CH:29]=[CH:28][CH:27]=[CH:26][CH:25]=2)[CH:6]=[CH:5][C:4]([CH2:7][N:8]2[C:12]3[CH:13]=[C:14]([F:19])[C:15]([I:18])=[C:16]([F:17])[C:11]=3[N:10]=[C:9]2[O:39][CH:37]2[CH2:38][CH:35]([C:33]([O:32][CH2:30][CH3:31])=[O:34])[CH2:36]2)=[CH:3][CH:2]=1, predict the reactants needed to synthesize it. (8) The reactants are: [CH3:1][O:2][C:3]1[CH:12]=[C:11]2[C:6]([CH2:7][CH2:8][CH2:9][C:10]2=O)=[CH:5][CH:4]=1.[C:14]([CH2:16]C(O)=O)#[N:15].C(O)(=O)CCCCCC.C(N)C1C=CC=CC=1. Given the product [CH3:1][O:2][C:3]1[CH:12]=[C:11]2[C:6]([CH2:7][CH2:8][CH:9]=[C:10]2[CH2:16][C:14]#[N:15])=[CH:5][CH:4]=1, predict the reactants needed to synthesize it. (9) Given the product [O:2]1[C:6]2[CH:7]=[CH:8][CH:9]=[CH:10][C:5]=2[CH:4]=[C:3]1[CH2:11][NH:12][C:19]1[CH:20]=[N:21][CH:22]=[CH:14][C:15]=1[C:16]([OH:18])=[O:17], predict the reactants needed to synthesize it. The reactants are: Cl.[O:2]1[C:6]2[CH:7]=[CH:8][CH:9]=[CH:10][C:5]=2[CH:4]=[C:3]1[CH2:11][NH2:12].F[C:14]1[CH:22]=[N:21][CH:20]=[CH:19][C:15]=1[C:16]([OH:18])=[O:17].